From a dataset of Full USPTO retrosynthesis dataset with 1.9M reactions from patents (1976-2016). Predict the reactants needed to synthesize the given product. (1) The reactants are: [N+:1]([C:4]1[CH:9]=[CH:8][C:7]([N:10]2[CH2:15][CH2:14][CH:13]([N:16]3[CH2:21][CH2:20][CH2:19][CH2:18][CH2:17]3)[CH2:12][CH2:11]2)=[C:6]([C:22]([F:25])([F:24])[F:23])[CH:5]=1)([O-])=O. Given the product [N:16]1([CH:13]2[CH2:14][CH2:15][N:10]([C:7]3[CH:8]=[CH:9][C:4]([NH2:1])=[CH:5][C:6]=3[C:22]([F:25])([F:23])[F:24])[CH2:11][CH2:12]2)[CH2:21][CH2:20][CH2:19][CH2:18][CH2:17]1, predict the reactants needed to synthesize it. (2) Given the product [CH3:10][O:9][C:7]([C:5]1[S:6][C:2]([CH:12]=[C:13]([CH3:29])[CH3:14])=[C:3]([CH3:11])[CH:4]=1)=[O:8], predict the reactants needed to synthesize it. The reactants are: Br[C:2]1[S:6][C:5]([C:7]([O:9][CH3:10])=[O:8])=[CH:4][C:3]=1[CH3:11].[CH3:12][C:13]([CH3:29])=[CH:14]B1OB([CH:14]=[C:13]([CH3:29])[CH3:12])OB([CH:14]=[C:13]([CH3:29])[CH3:12])O1.C([O-])([O-])=O.[K+].[K+]. (3) Given the product [OH:34][CH:31]1[CH2:32][CH2:33][N:29]([C:2]2[C:7]([C:8]([N:10]3[CH2:11][CH2:12][C:13]4([N:20]([CH3:21])[CH2:19][CH2:18][N:17]5[C:22]([C:25]([F:27])([F:26])[F:28])=[CH:23][CH:24]=[C:16]45)[CH2:14][CH2:15]3)=[O:9])=[CH:6][CH:5]=[CH:4][N:3]=2)[CH2:30]1, predict the reactants needed to synthesize it. The reactants are: Cl[C:2]1[C:7]([C:8]([N:10]2[CH2:15][CH2:14][C:13]3([N:20]([CH3:21])[CH2:19][CH2:18][N:17]4[C:22]([C:25]([F:28])([F:27])[F:26])=[CH:23][CH:24]=[C:16]34)[CH2:12][CH2:11]2)=[O:9])=[CH:6][CH:5]=[CH:4][N:3]=1.[NH:29]1[CH2:33][CH2:32][CH:31]([OH:34])[CH2:30]1. (4) Given the product [Cl:1][C:2]1[CH:3]=[C:4]([CH:16]=[C:17]([Cl:19])[CH:18]=1)[CH2:5][C:6]1[O:10][N:9]=[C:8]([C:11]([OH:13])=[O:12])[CH:7]=1, predict the reactants needed to synthesize it. The reactants are: [Cl:1][C:2]1[CH:3]=[C:4]([CH:16]=[C:17]([Cl:19])[CH:18]=1)[CH2:5][C:6]1[O:10][N:9]=[C:8]([C:11]([O:13]CC)=[O:12])[CH:7]=1.C(O)C.[OH-].[Na+]. (5) Given the product [C:1]([CH2:5][CH:6]1[O:11][C:10]2[CH:12]=[CH:13][CH:14]=[CH:15][C:9]=2[O:8][CH2:7]1)#[N:2], predict the reactants needed to synthesize it. The reactants are: [C-:1]#[N:2].[K+].Br[CH2:5][CH:6]1[O:11][C:10]2[CH:12]=[CH:13][CH:14]=[CH:15][C:9]=2[O:8][CH2:7]1. (6) Given the product [N+:17]([C:16]1[C:11]([NH:1][C:2]2[CH:9]=[CH:8][C:5]([C:6]#[N:7])=[CH:4][N:3]=2)=[N:12][CH:13]=[CH:14][CH:15]=1)([O-:19])=[O:18], predict the reactants needed to synthesize it. The reactants are: [NH2:1][C:2]1[CH:9]=[CH:8][C:5]([C:6]#[N:7])=[CH:4][N:3]=1.Cl[C:11]1[C:16]([N+:17]([O-:19])=[O:18])=[CH:15][CH:14]=[CH:13][N:12]=1. (7) Given the product [N+:8]([C:5]1[CH:6]=[CH:7][C:2]([S:11][C:12]2[CH:13]=[CH:14][C:15]([CH2:16][CH2:17][C:18]([OH:20])=[O:19])=[CH:21][CH:22]=2)=[N:3][CH:4]=1)([O-:10])=[O:9], predict the reactants needed to synthesize it. The reactants are: Cl[C:2]1[CH:7]=[CH:6][C:5]([N+:8]([O-:10])=[O:9])=[CH:4][N:3]=1.[SH:11][C:12]1[CH:22]=[CH:21][C:15]([CH2:16][CH2:17][C:18]([OH:20])=[O:19])=[CH:14][CH:13]=1.C(=O)([O-])[O-].[K+].[K+].Cl. (8) Given the product [C:1]([O:5][C:6](=[O:26])[NH:7][C@H:8]1[CH2:12][CH2:11][N:10]([NH:38][CH2:37][C:35]2[O:36][C:32]3[CH:31]=[CH:30][N:29]=[C:28]([NH2:27])[C:33]=3[CH:34]=2)[C:9]1=[O:25])([CH3:2])([CH3:3])[CH3:4], predict the reactants needed to synthesize it. The reactants are: [C:1]([O:5][C:6](=[O:26])[NH:7][C@H:8]1[CH2:12][CH2:11][N:10](CC2C=C3C(C=CN=C3N)=CC=2)[C:9]1=[O:25])([CH3:4])([CH3:3])[CH3:2].[NH2:27][C:28]1[C:33]2[CH:34]=[C:35]([CH2:37][NH2:38])[O:36][C:32]=2[CH:31]=[CH:30][N:29]=1. (9) Given the product [CH3:29][C:30]1[N:25]2[C:1](=[O:5])[N:27]([N:26]3[CH2:44][CH2:43][NH:42][CH2:45][CH2:46]3)[CH2:22][C:23]2=[CH:24][N:31]=1, predict the reactants needed to synthesize it. The reactants are: [C:1]([O:5]C(NC(C(CC)(O)CC)C(O)=O)=O)(C)(C)C.C1C=C[C:22]2[N:27](O)[N:26]=[N:25][C:23]=2[CH:24]=1.[CH3:29][CH2:30][N:31]=C=NCCCN(C)C.C([N:42]([CH2:45][CH3:46])[CH2:43][CH3:44])C. (10) Given the product [Cl:8][C:9]1[CH:17]=[CH:16][C:12]([C:13](=[O:15])[NH:62][CH2:58][CH:59]([CH3:61])[CH3:60])=[CH:11][C:10]=1[NH:18][C:19]([C:21]1[C:32](=[O:33])[NH:31][C:24]2[N:25]=[C:26]([O:29][CH3:30])[N:27]=[CH:28][C:23]=2[CH:22]=1)=[O:20], predict the reactants needed to synthesize it. The reactants are: C(N(CC)CC)C.[Cl:8][C:9]1[CH:17]=[CH:16][C:12]([C:13]([OH:15])=O)=[CH:11][C:10]=1[NH:18][C:19]([C:21]1[C:32](=[O:33])[NH:31][C:24]2[N:25]=[C:26]([O:29][CH3:30])[N:27]=[CH:28][C:23]=2[CH:22]=1)=[O:20].CN(C(ON1N=NC2C=CC=NC1=2)=[N+](C)C)C.F[P-](F)(F)(F)(F)F.[CH2:58]([NH2:62])[CH:59]([CH3:61])[CH3:60].